From a dataset of Forward reaction prediction with 1.9M reactions from USPTO patents (1976-2016). Predict the product of the given reaction. (1) Given the reactants [NH2:1][CH2:2][C@@H:3]1[C@H:7]([F:8])[CH2:6][N:5]([CH2:9][C:10]2[CH:15]=[CH:14][CH:13]=[CH:12][CH:11]=2)[CH2:4]1.[CH:16](=O)[C:17]1[CH:22]=[CH:21][CH:20]=[CH:19][CH:18]=1.Cl.[OH-].[Na+], predict the reaction product. The product is: [CH2:9]([N:5]1[CH2:6][C@@H:7]([F:8])[C@@H:3]([CH2:2][NH:1][CH2:16][C:17]2[CH:22]=[CH:21][CH:20]=[CH:19][CH:18]=2)[CH2:4]1)[C:10]1[CH:15]=[CH:14][CH:13]=[CH:12][CH:11]=1. (2) The product is: [CH3:1][N:2]([CH3:15])[CH2:3][CH2:4][O:5][C:6]1[CH:7]=[C:8]([NH2:12])[CH:9]=[CH:10][CH:11]=1. Given the reactants [CH3:1][N:2]([CH3:15])[CH2:3][CH2:4][O:5][C:6]1[CH:11]=[CH:10][CH:9]=[C:8]([N+:12]([O-])=O)[CH:7]=1, predict the reaction product. (3) The product is: [Br:19][C:20]1[S:24][C:23]2=[C:25]([C:4]([C:5]3[CH:6]=[N:7][CH:8]=[CH:9][CH:10]=3)=[O:11])[N:26]=[CH:27][N:22]2[CH:21]=1. Given the reactants C(N(CC)[C:4](=[O:11])[C:5]1[CH:10]=[CH:9][CH:8]=[N:7][CH:6]=1)C.P(Cl)(Cl)(Cl)=O.[Br:19][C:20]1[S:24][C:23]2=[CH:25][N:26]=[CH:27][N:22]2[CH:21]=1.C([O-])(=O)C.[Na+], predict the reaction product.